The task is: Regression. Given two drug SMILES strings and cell line genomic features, predict the synergy score measuring deviation from expected non-interaction effect.. This data is from NCI-60 drug combinations with 297,098 pairs across 59 cell lines. (1) Drug 1: CNC(=O)C1=NC=CC(=C1)OC2=CC=C(C=C2)NC(=O)NC3=CC(=C(C=C3)Cl)C(F)(F)F. Drug 2: C1C(C(OC1N2C=NC(=NC2=O)N)CO)O. Cell line: NCI-H322M. Synergy scores: CSS=13.1, Synergy_ZIP=-1.25, Synergy_Bliss=1.27, Synergy_Loewe=9.65, Synergy_HSA=4.14. (2) Drug 1: CC1CCC2CC(C(=CC=CC=CC(CC(C(=O)C(C(C(=CC(C(=O)CC(OC(=O)C3CCCCN3C(=O)C(=O)C1(O2)O)C(C)CC4CCC(C(C4)OC)O)C)C)O)OC)C)C)C)OC. Drug 2: CS(=O)(=O)OCCCCOS(=O)(=O)C. Cell line: MCF7. Synergy scores: CSS=20.7, Synergy_ZIP=-4.96, Synergy_Bliss=-0.770, Synergy_Loewe=-19.1, Synergy_HSA=-2.78. (3) Drug 1: CC1=CC=C(C=C1)C2=CC(=NN2C3=CC=C(C=C3)S(=O)(=O)N)C(F)(F)F. Drug 2: C1CN1C2=NC(=NC(=N2)N3CC3)N4CC4. Cell line: T-47D. Synergy scores: CSS=19.1, Synergy_ZIP=-4.47, Synergy_Bliss=-1.77, Synergy_Loewe=-10.0, Synergy_HSA=-3.78. (4) Drug 1: CNC(=O)C1=CC=CC=C1SC2=CC3=C(C=C2)C(=NN3)C=CC4=CC=CC=N4. Drug 2: C1CN(CCN1C(=O)CCBr)C(=O)CCBr. Cell line: CAKI-1. Synergy scores: CSS=21.8, Synergy_ZIP=-7.30, Synergy_Bliss=-5.48, Synergy_Loewe=-3.88, Synergy_HSA=-3.96. (5) Drug 2: C1=NC2=C(N=C(N=C2N1C3C(C(C(O3)CO)O)O)F)N. Drug 1: C1CCC(CC1)NC(=O)N(CCCl)N=O. Synergy scores: CSS=20.2, Synergy_ZIP=-4.79, Synergy_Bliss=-1.94, Synergy_Loewe=-8.25, Synergy_HSA=-2.28. Cell line: HOP-62. (6) Drug 1: CNC(=O)C1=CC=CC=C1SC2=CC3=C(C=C2)C(=NN3)C=CC4=CC=CC=N4. Drug 2: CC1=C(C=C(C=C1)C(=O)NC2=CC(=CC(=C2)C(F)(F)F)N3C=C(N=C3)C)NC4=NC=CC(=N4)C5=CN=CC=C5. Cell line: SF-539. Synergy scores: CSS=11.2, Synergy_ZIP=-1.64, Synergy_Bliss=-0.137, Synergy_Loewe=-4.09, Synergy_HSA=-0.227. (7) Drug 1: CN1CCC(CC1)COC2=C(C=C3C(=C2)N=CN=C3NC4=C(C=C(C=C4)Br)F)OC. Drug 2: CC1CCC2CC(C(=CC=CC=CC(CC(C(=O)C(C(C(=CC(C(=O)CC(OC(=O)C3CCCCN3C(=O)C(=O)C1(O2)O)C(C)CC4CCC(C(C4)OC)OCCO)C)C)O)OC)C)C)C)OC. Cell line: NCI-H322M. Synergy scores: CSS=23.7, Synergy_ZIP=-3.39, Synergy_Bliss=-0.954, Synergy_Loewe=-1.07, Synergy_HSA=0.686.